Task: Predict the product of the given reaction.. Dataset: Forward reaction prediction with 1.9M reactions from USPTO patents (1976-2016) Given the reactants [S:1]1[C:5]2[CH2:6][CH2:7][CH2:8][CH2:9][C:4]=2[N:3]=[C:2]1[N:10]1[C@@H:14]([C:15]2[CH:20]=[CH:19][C:18]([C@:21]3([C:37](=[O:39])[NH2:38])[CH2:25][CH2:24][CH2:23][N:22]3[C:26](=[O:36])[C@@H:27]([NH:31][C:32](=[O:35])[O:33][CH3:34])[CH:28]([CH3:30])[CH3:29])=[C:17]([N+:40]([O-])=O)[CH:16]=2)[CH2:13][CH2:12][C@@H:11]1[C:43]1[CH:48]=[CH:47][C:46]([C@:49]2([C:65](=[O:67])[NH2:66])[CH2:53][CH2:52][CH2:51][N:50]2[C:54](=[O:64])[C@@H:55]([NH:59][C:60](=[O:63])[O:61][CH3:62])[CH:56]([CH3:58])[CH3:57])=[C:45]([N+:68]([O-])=O)[CH:44]=1, predict the reaction product. The product is: [S:1]1[C:5]2[CH2:6][CH2:7][CH2:8][CH2:9][C:4]=2[N:3]=[C:2]1[N:10]1[C@@H:11]([C:43]2[CH:48]=[CH:47][C:46]([C@:49]3([C:65](=[O:67])[NH2:66])[CH2:53][CH2:52][CH2:51][N:50]3[C:54](=[O:64])[C@@H:55]([NH:59][C:60](=[O:63])[O:61][CH3:62])[CH:56]([CH3:58])[CH3:57])=[C:45]([NH2:68])[CH:44]=2)[CH2:12][CH2:13][C@@H:14]1[C:15]1[CH:20]=[CH:19][C:18]([C@:21]2([C:37](=[O:39])[NH2:38])[CH2:25][CH2:24][CH2:23][N:22]2[C:26](=[O:36])[C@@H:27]([NH:31][C:32](=[O:35])[O:33][CH3:34])[CH:28]([CH3:29])[CH3:30])=[C:17]([NH2:40])[CH:16]=1.